Dataset: Catalyst prediction with 721,799 reactions and 888 catalyst types from USPTO. Task: Predict which catalyst facilitates the given reaction. Reactant: [Cl:1][C:2]1[CH:3]=[CH:4][C:5]2[S:9][C:8]([S:10](Cl)(=[O:12])=[O:11])=[C:7]([CH3:14])[C:6]=2[CH:15]=1.[NH2:16][C:17]1[CH:18]=[C:19]([CH:24]=[CH:25][CH:26]=1)[C:20]([O:22]C)=[O:21].N1C=CC=CC=1. Product: [Cl:1][C:2]1[CH:3]=[CH:4][C:5]2[S:9][C:8]([S:10]([NH:16][C:17]3[CH:18]=[C:19]([CH:24]=[CH:25][CH:26]=3)[C:20]([OH:22])=[O:21])(=[O:12])=[O:11])=[C:7]([CH3:14])[C:6]=2[CH:15]=1. The catalyst class is: 2.